Dataset: TCR-epitope binding with 47,182 pairs between 192 epitopes and 23,139 TCRs. Task: Binary Classification. Given a T-cell receptor sequence (or CDR3 region) and an epitope sequence, predict whether binding occurs between them. (1) The epitope is SEPVLKGVKL. The TCR CDR3 sequence is CASSPRDSQETQYF. Result: 0 (the TCR does not bind to the epitope). (2) The TCR CDR3 sequence is CASSFGGRELFF. The epitope is KLNVGDYFV. Result: 1 (the TCR binds to the epitope). (3) Result: 0 (the TCR does not bind to the epitope). The epitope is IVDTVSALV. The TCR CDR3 sequence is CAISEEGIGNQPQHF. (4) The epitope is GILGFVFTL. Result: 1 (the TCR binds to the epitope). The TCR CDR3 sequence is CASSYFGGALSEQYF. (5) The epitope is TPGPGVRYPL. The TCR CDR3 sequence is CASSTFGATQEIQYF. Result: 1 (the TCR binds to the epitope). (6) The epitope is ALLADKFPV. The TCR CDR3 sequence is CASSLGGTDYNEQFF. Result: 0 (the TCR does not bind to the epitope). (7) The epitope is ATVVIGTSK. The TCR CDR3 sequence is CASSLEPSSYNEQFF. Result: 1 (the TCR binds to the epitope).